Task: Predict the reactants needed to synthesize the given product.. Dataset: Full USPTO retrosynthesis dataset with 1.9M reactions from patents (1976-2016) (1) The reactants are: [C:1]([O:5][C:6]([NH:8][C:9]1[O:17][C:16]2[C:11](=[N:12][CH:13]=[C:14]([C:18]3[C:23]([F:24])=[CH:22][CH:21]=[CH:20][C:19]=3[F:25])[CH:15]=2)[C:10]=1[C:26]([O:28]CC)=[O:27])=[O:7])([CH3:4])([CH3:3])[CH3:2].O[Li].O. Given the product [C:1]([O:5][C:6]([NH:8][C:9]1[O:17][C:16]2[C:11](=[N:12][CH:13]=[C:14]([C:18]3[C:23]([F:24])=[CH:22][CH:21]=[CH:20][C:19]=3[F:25])[CH:15]=2)[C:10]=1[C:26]([OH:28])=[O:27])=[O:7])([CH3:4])([CH3:2])[CH3:3], predict the reactants needed to synthesize it. (2) The reactants are: ClC1C=CC=C[N:3]=1.S(=O)(=O)(O)O.Cl[C:14]1[C:19]([N+:20]([O-:22])=[O:21])=[CH:18][CH:17]=[CH:16][N:15]=1.C([O-])(=O)C.[NH4+]. Given the product [NH2:3][C:14]1[C:19]([N+:20]([O-:22])=[O:21])=[CH:18][CH:17]=[CH:16][N:15]=1, predict the reactants needed to synthesize it. (3) Given the product [Cl:1][C:2]1[CH:14]=[CH:13][C:5]2[CH2:6][CH:7]([CH2:9][CH2:10][NH2:11])[O:8][C:4]=2[C:3]=1[C:15]1[CH:20]=[CH:19][CH:18]=[CH:17][C:16]=1[Cl:21], predict the reactants needed to synthesize it. The reactants are: [Cl:1][C:2]1[CH:14]=[CH:13][C:5]2[CH2:6][CH:7]([CH:9](C)[C:10]#[N:11])[O:8][C:4]=2[C:3]=1[C:15]1[CH:20]=[CH:19][CH:18]=[CH:17][C:16]=1[Cl:21].B.O1CCCC1.